Task: Predict which catalyst facilitates the given reaction.. Dataset: Catalyst prediction with 721,799 reactions and 888 catalyst types from USPTO The catalyst class is: 28. Reactant: [H-].[H-].[H-].[H-].[Li+].[Al+3].C([O:11][C:12](=O)[CH2:13][O:14][CH2:15][C:16]([F:19])([F:18])[F:17])(C)(C)C. Product: [F:17][C:16]([F:19])([F:18])[CH2:15][O:14][CH2:13][CH2:12][OH:11].